From a dataset of Peptide-MHC class II binding affinity with 134,281 pairs from IEDB. Regression. Given a peptide amino acid sequence and an MHC pseudo amino acid sequence, predict their binding affinity value. This is MHC class II binding data. (1) The peptide sequence is PARLFKAFVLDSDNL. The MHC is DRB3_0202 with pseudo-sequence DRB3_0202. The binding affinity (normalized) is 0.353. (2) The peptide sequence is EKKYFAATQFSPLAA. The MHC is HLA-DPA10103-DPB10601 with pseudo-sequence HLA-DPA10103-DPB10601. The binding affinity (normalized) is 0.862. (3) The peptide sequence is EKKYFAATQHEPLAA. The MHC is HLA-DPA10201-DPB11401 with pseudo-sequence HLA-DPA10201-DPB11401. The binding affinity (normalized) is 0.422. (4) The MHC is DRB3_0202 with pseudo-sequence DRB3_0202. The peptide sequence is TTEEQKLIEDINVGF. The binding affinity (normalized) is 0.115. (5) The peptide sequence is YYSEPTSENNAHHVC. The MHC is DRB1_0701 with pseudo-sequence DRB1_0701. The binding affinity (normalized) is 0.152. (6) The peptide sequence is MASHIHLVIHRIRTL. The MHC is HLA-DQA10201-DQB10303 with pseudo-sequence HLA-DQA10201-DQB10303. The binding affinity (normalized) is 0.373. (7) The peptide sequence is EKKYFAATQFEPLAR. The MHC is HLA-DPA10103-DPB10401 with pseudo-sequence HLA-DPA10103-DPB10401. The binding affinity (normalized) is 0.843. (8) The peptide sequence is YDKFLYNVSTVLTGK. The MHC is DRB1_0405 with pseudo-sequence DRB1_0405. The binding affinity (normalized) is 0.397.